Dataset: Forward reaction prediction with 1.9M reactions from USPTO patents (1976-2016). Task: Predict the product of the given reaction. (1) The product is: [CH:24]1([CH2:23][N:1]2[CH2:2][CH2:3][C:4]3([O:11][C:10]4[C:12]5[C:17]([C:18](=[O:21])[C:19](=[O:20])[C:9]=4[S:8][CH2:7]3)=[CH:16][CH:15]=[CH:14][CH:13]=5)[CH2:5][CH2:6]2)[CH2:29][CH2:28][CH2:27][CH2:26][CH2:25]1. Given the reactants [NH:1]1[CH2:6][CH2:5][C:4]2([O:11][C:10]3[C:12]4[C:17]([C:18](=[O:21])[C:19](=[O:20])[C:9]=3[S:8][CH2:7]2)=[CH:16][CH:15]=[CH:14][CH:13]=4)[CH2:3][CH2:2]1.Br[CH2:23][CH:24]1[CH2:29][CH2:28][CH2:27][CH2:26][CH2:25]1, predict the reaction product. (2) Given the reactants [CH3:1][CH2:2][N:3]1[C:9]2[N:10]=[C:11]([N:14]3[CH2:19][CH2:18][NH:17][CH2:16][CH2:15]3)[N:12]=[CH:13][C:8]=2[C:6](=[O:7])[C:5]([C:20]([OH:22])=[O:21])=[CH:4]1.[C:23]1([CH3:32])[CH:28]=[CH:27][CH:26]=[C:25]([N:29]=[C:30]=[S:31])[CH:24]=1, predict the reaction product. The product is: [CH3:32][C:23]1[CH:24]=[C:25]([NH:29][C:30]([N:17]2[CH2:18][CH2:19][N:14]([C:11]3[N:12]=[CH:13][C:8]4[C:6](=[O:7])[C:5]([C:20]([OH:22])=[O:21])=[CH:4][N:3]([CH2:2][CH3:1])[C:9]=4[N:10]=3)[CH2:15][CH2:16]2)=[S:31])[CH:26]=[CH:27][CH:28]=1. (3) The product is: [Br:9][C:7]1[CH:8]=[C:4]2[C:1]([CH3:2])=[N:18][C:11]([CH3:12])=[CH:10][N:5]2[CH:6]=1. Given the reactants [C:1]([C:4]1[N:5]([CH2:10][C:11](=O)[CH3:12])[CH:6]=[C:7]([Br:9])[CH:8]=1)(=O)[CH3:2].C([O-])(=O)C.[NH4+:18], predict the reaction product. (4) Given the reactants [C:1]([C:5]1[CH:6]=[C:7]2[C:12](=[C:13]([F:15])[CH:14]=1)[C:11](=[O:16])[N:10]([C:17]1[C:18]([CH2:38][OH:39])=[C:19]([N:23]3[C:27]4=[N:28][C:29]([CH2:32][N:33]([CH3:35])[CH3:34])=[CH:30][CH:31]=[C:26]4[C:25]([C:36]#[N:37])=[CH:24]3)[CH:20]=[CH:21][CH:22]=1)[N:9]=[CH:8]2)([CH3:4])([CH3:3])[CH3:2].C([OH:42])C, predict the reaction product. The product is: [C:1]([C:5]1[CH:6]=[C:7]2[C:12](=[C:13]([F:15])[CH:14]=1)[C:11](=[O:16])[N:10]([C:17]1[C:18]([CH2:38][OH:39])=[C:19]([N:23]3[C:27]4=[N:28][C:29]([CH2:32][N:33]([CH3:35])[CH3:34])=[CH:30][CH:31]=[C:26]4[C:25]([C:36]([NH2:37])=[O:42])=[CH:24]3)[CH:20]=[CH:21][CH:22]=1)[N:9]=[CH:8]2)([CH3:4])([CH3:2])[CH3:3]. (5) Given the reactants [Cl:1][C:2]1[CH:7]=[CH:6][C:5]([C:8]2([CH3:38])[C:12]([C:14]3[CH:19]=[CH:18][C:17]([Cl:20])=[CH:16][CH:15]=3)([CH3:13])[N:11]([C:21](Cl)=[O:22])[C:10]([C:24]3[CH:29]=[CH:28][C:27]([C:30]([C:33]#[N:34])([CH3:32])[CH3:31])=[CH:26][C:25]=3[O:35][CH2:36][CH3:37])=[N:9]2)=[CH:4][CH:3]=1.[N:39]1([CH2:45][CH2:46][OH:47])[CH2:44][CH2:43][NH:42][CH2:41][CH2:40]1, predict the reaction product. The product is: [Cl:1][C:2]1[CH:7]=[CH:6][C:5]([C@@:8]2([CH3:38])[C@:12]([C:14]3[CH:15]=[CH:16][C:17]([Cl:20])=[CH:18][CH:19]=3)([CH3:13])[N:11]([C:21]([N:42]3[CH2:43][CH2:44][N:39]([CH2:45][CH2:46][OH:47])[CH2:40][CH2:41]3)=[O:22])[C:10]([C:24]3[CH:29]=[CH:28][C:27]([C:30]([CH3:31])([CH3:32])[C:33]#[N:34])=[CH:26][C:25]=3[O:35][CH2:36][CH3:37])=[N:9]2)=[CH:4][CH:3]=1. (6) The product is: [Cl:1][C:2]1[N:7]=[C:6]([CH:8]([OH:10])[CH3:9])[CH:5]=[CH:4][N:3]=1. Given the reactants [Cl:1][C:2]1[N:7]=[C:6]([C:8](=[O:10])[CH3:9])[CH:5]=[CH:4][N:3]=1.[BH4-].[Na+], predict the reaction product. (7) Given the reactants [C:1](Cl)(=[O:8])[C:2]1[CH:7]=[CH:6][CH:5]=[CH:4][CH:3]=1.[CH3:10][C:11]1[C:17]([OH:18])=[CH:16][CH:15]=[CH:14][C:12]=1[OH:13].[Cl-].[Cl-].[Cl-].[Al+3], predict the reaction product. The product is: [OH:13][C:12]1[C:11]([CH3:10])=[C:17]([OH:18])[CH:16]=[CH:15][C:14]=1[C:1]([C:2]1[CH:7]=[CH:6][CH:5]=[CH:4][CH:3]=1)=[O:8]. (8) Given the reactants [C:1]1([C:7]2([C:12]([OH:14])=O)[CH2:11][CH2:10]CC2)[CH:6]=[CH:5][CH:4]=[CH:3][CH:2]=1.[CH2:15]([N:22]1[CH2:26][C@@H:25]2[C@@H:27]([NH:30][CH3:31])[CH2:28][CH2:29][C@@H:24]2[CH2:23]1)[C:16]1[CH:21]=[CH:20][CH:19]=[CH:18][CH:17]=1.[CH2:32](N1C[C@H]2C(N)CC[C@H]2C1)C1C=CC=CC=1, predict the reaction product. The product is: [CH2:15]([N:22]1[CH2:26][C@@H:25]2[C@@H:27]([N:30]([CH3:31])[C:12](=[O:14])[CH:7]([C:1]3[CH:2]=[CH:3][CH:4]=[CH:5][CH:6]=3)[CH:11]([CH3:10])[CH3:32])[CH2:28][CH2:29][C@@H:24]2[CH2:23]1)[C:16]1[CH:17]=[CH:18][CH:19]=[CH:20][CH:21]=1. (9) Given the reactants ClC([O:4][C:5](Cl)(Cl)Cl)=O.[CH4:9].[NH2:10][C:11]1[CH:16]=[CH:15][C:14]([C:17]([CH3:23])([CH3:22])[C:18]([O:20][CH3:21])=[O:19])=[CH:13][CH:12]=1.Cl.C[O:26][C:27](=O)[CH2:28][N:29](C)C.[C:33]1(C)C=CC=CC=1, predict the reaction product. The product is: [CH3:9][C:28]1([CH3:33])[C:27](=[O:26])[N:10]([C:11]2[CH:12]=[CH:13][C:14]([C:17]([CH3:23])([CH3:22])[C:18]([O:20][CH3:21])=[O:19])=[CH:15][CH:16]=2)[C:5](=[O:4])[NH:29]1.